Dataset: Forward reaction prediction with 1.9M reactions from USPTO patents (1976-2016). Task: Predict the product of the given reaction. Given the reactants C([O:4][C:5]1[CH:14]=[C:13]2[C:8]([CH:9]([C:27]3[CH:28]=[N:29][C:30]4[C:35]([CH:36]=3)=[CH:34][CH:33]=[CH:32][CH:31]=4)[C:10]([C:22]([O:24][CH2:25][CH3:26])=[O:23])=[C:11]([N:15](C(=O)C)[C:16](=[O:18])[CH3:17])[O:12]2)=[CH:7][CH:6]=1)(=O)C.O.NN, predict the reaction product. The product is: [C:16]([NH:15][C:11]1[O:12][C:13]2[C:8]([CH:9]([C:27]3[CH:28]=[N:29][C:30]4[C:35]([CH:36]=3)=[CH:34][CH:33]=[CH:32][CH:31]=4)[C:10]=1[C:22]([O:24][CH2:25][CH3:26])=[O:23])=[CH:7][CH:6]=[C:5]([OH:4])[CH:14]=2)(=[O:18])[CH3:17].